Dataset: Forward reaction prediction with 1.9M reactions from USPTO patents (1976-2016). Task: Predict the product of the given reaction. Given the reactants CN([C:4]([O:8][N:9]1N=NC2C=CC=N[C:10]1=2)=[N+](C)C)C.F[P-](F)(F)(F)(F)F.[C:25]([O:29][C:30]([N:32]1[CH2:36][CH2:35][CH:34]([C:37]([OH:39])=O)[CH2:33]1)=[O:31])([CH3:28])([CH3:27])[CH3:26].Cl.CNOC.C(N(CC)CC)C, predict the reaction product. The product is: [CH3:4][O:8][N:9]([CH3:10])[C:37]([CH:34]1[CH2:35][CH2:36][N:32]([C:30]([O:29][C:25]([CH3:26])([CH3:27])[CH3:28])=[O:31])[CH2:33]1)=[O:39].